From a dataset of Forward reaction prediction with 1.9M reactions from USPTO patents (1976-2016). Predict the product of the given reaction. (1) The product is: [NH2:37][N:6]1[N:5]=[C:4]([CH:1]([CH3:3])[CH3:2])[C:13]2[CH:12]3[CH2:14][CH2:15][CH:9]([CH2:10][CH2:11]3)[C:8]=2[C:7]1=[O:16]. Given the reactants [CH:1]([C:4]1[C:13]2[CH:12]3[CH2:14][CH2:15][CH:9]([CH2:10][CH2:11]3)[C:8]=2[C:7](=[O:16])[NH:6][N:5]=1)([CH3:3])[CH3:2].CC([O-])(C)C.[K+].C1(P([NH:37]O)(C2C=CC=CC=2)=O)C=CC=CC=1, predict the reaction product. (2) Given the reactants Cl[C:2]1[C:11]2[C:6](=[CH:7][CH:8]=[C:9]3[S:14](=[O:16])(=[O:15])[CH2:13][CH2:12][C:10]3=2)[N:5]=[CH:4][C:3]=1[C:17]#[N:18].[OH:19][C:20]1[CH:21]=[C:22]([CH:24]=[C:25]([O:27][CH3:28])[CH:26]=1)[NH2:23].O.[Cl-].[NH4+], predict the reaction product. The product is: [OH:19][C:20]1[CH:21]=[C:22]([NH:23][C:2]2[C:11]3[C:6](=[CH:7][CH:8]=[C:9]4[S:14](=[O:16])(=[O:15])[CH2:13][CH2:12][C:10]4=3)[N:5]=[CH:4][C:3]=2[C:17]#[N:18])[CH:24]=[C:25]([O:27][CH3:28])[CH:26]=1. (3) Given the reactants [CH3:1][C:2]1([C:12]2[CH:17]=[CH:16][CH:15]=[CH:14][C:13]=2[CH3:18])[C:11]2[C:6](=[CH:7][CH:8]=[CH:9][CH:10]=2)[CH2:5][CH2:4][NH:3]1.Cl[CH2:20][C:21]([N:23]([CH2:33][C:34]1[CH:39]=[CH:38][CH:37]=[CH:36][C:35]=1[F:40])[CH:24]1[CH2:32][C:31]2[C:26](=[CH:27][CH:28]=[CH:29][CH:30]=2)[CH2:25]1)=[O:22].[C:41](=O)([O-])[O-].[K+].[K+].O, predict the reaction product. The product is: [CH2:1]([C:2]1([C:12]2[CH:17]=[CH:16][CH:15]=[CH:14][C:13]=2[CH3:18])[C:11]2[C:6](=[CH:7][CH:8]=[CH:9][CH:10]=2)[CH2:5][CH2:4][N:3]1[CH2:20][C:21]([N:23]([CH2:33][C:34]1[CH:39]=[CH:38][CH:37]=[CH:36][C:35]=1[F:40])[CH:24]1[CH2:32][C:31]2[C:26](=[CH:27][CH:28]=[CH:29][CH:30]=2)[CH2:25]1)=[O:22])[CH3:41]. (4) Given the reactants C1(C)C=CC(S(O)(=O)=O)=CC=1.[NH2:12][C@@H:13]1[CH2:18][CH2:17][N:16]([C:19]([O:21][C:22]([CH3:25])([CH3:24])[CH3:23])=[O:20])[CH2:15][C@H:14]1[C:26]1[CH:31]=[CH:30][CH:29]=[C:28]([Cl:32])[CH:27]=1.[F:33][C:34]([F:49])([F:48])[C:35]1[CH:36]=[C:37]([CH:41]=[C:42]([C:44]([F:47])([F:46])[F:45])[CH:43]=1)[C:38](O)=[O:39], predict the reaction product. The product is: [F:33][C:34]([F:48])([F:49])[C:35]1[CH:36]=[C:37]([C:38]([NH:12][C@@H:13]2[CH2:18][CH2:17][N:16]([C:19]([O:21][C:22]([CH3:25])([CH3:24])[CH3:23])=[O:20])[CH2:15][C@H:14]2[C:26]2[CH:31]=[CH:30][CH:29]=[C:28]([Cl:32])[CH:27]=2)=[O:39])[CH:41]=[C:42]([C:44]([F:45])([F:46])[F:47])[CH:43]=1.